This data is from Peptide-MHC class I binding affinity with 185,985 pairs from IEDB/IMGT. The task is: Regression. Given a peptide amino acid sequence and an MHC pseudo amino acid sequence, predict their binding affinity value. This is MHC class I binding data. (1) The peptide sequence is FVIGGMTGV. The MHC is HLA-B27:05 with pseudo-sequence HLA-B27:05. The binding affinity (normalized) is 0.0847. (2) The peptide sequence is DEVEFLGHY. The MHC is HLA-A33:01 with pseudo-sequence HLA-A33:01. The binding affinity (normalized) is 0. (3) The peptide sequence is SSYSLFDMSK. The MHC is HLA-A68:01 with pseudo-sequence HLA-A68:01. The binding affinity (normalized) is 0.654.